The task is: Predict the product of the given reaction.. This data is from Forward reaction prediction with 1.9M reactions from USPTO patents (1976-2016). (1) Given the reactants [F:1][C:2]1([F:20])[C:10]2[C:5](=[CH:6][CH:7]=[CH:8][CH:9]=2)[CH:4]([N:11]2[C:15]([CH2:16][OH:17])=[CH:14][N:13]=[CH:12]2)[C:3]1([CH3:19])[CH3:18].[H-].[Na+].I[CH2:24][CH3:25], predict the reaction product. The product is: [F:20][C:2]1([F:1])[C:10]2[C:5](=[CH:6][CH:7]=[CH:8][CH:9]=2)[CH:4]([N:11]2[C:15]([CH2:16][O:17][CH2:24][CH3:25])=[CH:14][N:13]=[CH:12]2)[C:3]1([CH3:18])[CH3:19]. (2) The product is: [CH2:1]([O:3][C:4](=[O:30])[CH2:5][N:6]1[C:14]2[CH2:13][CH2:12][CH2:11][CH:10]([NH:15][S:16]([C:19]3[CH:24]=[C:23]([C:25]([F:28])([F:26])[F:27])[CH:22]=[C:21]([O:35][CH2:33][CH3:34])[CH:20]=3)(=[O:18])=[O:17])[C:9]=2[CH:8]=[N:7]1)[CH3:2]. Given the reactants [CH2:1]([O:3][C:4](=[O:30])[CH2:5][N:6]1[C:14]2[CH2:13][CH2:12][CH2:11][CH:10]([NH:15][S:16]([C:19]3[CH:24]=[C:23]([C:25]([F:28])([F:27])[F:26])[CH:22]=[C:21](F)[CH:20]=3)(=[O:18])=[O:17])[C:9]=2[CH:8]=[N:7]1)[CH3:2].[H-].[Na+].[CH2:33]([OH:35])[CH3:34].Cl, predict the reaction product. (3) The product is: [Cl:3][C:4]1[N:5]=[C:6]([CH2:17][I:1])[CH:7]=[C:8]([N:10]2[CH2:15][CH2:14][O:13][CH2:12][C@@H:11]2[CH3:16])[N:9]=1. Given the reactants [I-:1].[Na+].[Cl:3][C:4]1[N:9]=[C:8]([N:10]2[CH2:15][CH2:14][O:13][CH2:12][C@@H:11]2[CH3:16])[CH:7]=[C:6]([CH2:17]OS(C)(=O)=O)[N:5]=1, predict the reaction product.